From a dataset of Full USPTO retrosynthesis dataset with 1.9M reactions from patents (1976-2016). Predict the reactants needed to synthesize the given product. Given the product [N:7]1([C:12]2[CH:13]=[CH:14][C:15]([O:18][S:19]([C:22]([F:25])([F:24])[F:23])(=[O:21])=[O:20])=[CH:16][CH:17]=2)[CH:11]=[N:10][CH:9]=[N:8]1, predict the reactants needed to synthesize it. The reactants are: N1C=CC=CC=1.[N:7]1([C:12]2[CH:17]=[CH:16][C:15]([OH:18])=[CH:14][CH:13]=2)[CH:11]=[N:10][CH:9]=[N:8]1.[S:19](O[S:19]([C:22]([F:25])([F:24])[F:23])(=[O:21])=[O:20])([C:22]([F:25])([F:24])[F:23])(=[O:21])=[O:20].